Dataset: Full USPTO retrosynthesis dataset with 1.9M reactions from patents (1976-2016). Task: Predict the reactants needed to synthesize the given product. Given the product [F:24][C:18]1[CH:19]=[C:20]([F:23])[CH:21]=[CH:22][C:17]=1[C:13]1[C:14]2[C:9](=[CH:8][C:7]([C:52]([N:34]3[CH2:39][CH2:38][O:37][CH2:36][CH2:35]3)=[O:51])=[CH:16][CH:15]=2)[CH:10]=[C:11]([NH:25][C:26]2[CH:30]=[C:29]([CH3:31])[NH:28][N:27]=2)[N:12]=1, predict the reactants needed to synthesize it. The reactants are: FC(F)(F)S(O[C:7]1[CH:8]=[C:9]2[C:14](=[CH:15][CH:16]=1)[C:13]([C:17]1[CH:22]=[CH:21][C:20]([F:23])=[CH:19][C:18]=1[F:24])=[N:12][C:11]([NH:25][C:26]1[CH:30]=[C:29]([CH3:31])[NH:28][N:27]=1)=[CH:10]2)(=O)=O.[NH:34]1[CH2:39][CH2:38][O:37][CH2:36][CH2:35]1.N12CCCNC1CCCC=C2.[O:51]1CCC[CH2:52]1.